Dataset: Forward reaction prediction with 1.9M reactions from USPTO patents (1976-2016). Task: Predict the product of the given reaction. Given the reactants [C:1]([C:3]1[CH:4]=[C:5]([CH:33]=[CH:34][CH:35]=1)[C:6]([NH:8][C:9]1[C:10]([CH3:32])=[C:11]2[C:17]([CH:18]3[CH2:23][CH2:22][N:21](C(OC(C)(C)C)=O)[CH2:20][CH2:19]3)=[CH:16][N:15]([CH3:31])[C:12]2=[N:13][CH:14]=1)=[O:7])#[N:2].FC(F)(F)C(O)=O, predict the reaction product. The product is: [C:1]([C:3]1[CH:4]=[C:5]([CH:33]=[CH:34][CH:35]=1)[C:6]([NH:8][C:9]1[C:10]([CH3:32])=[C:11]2[C:17]([CH:18]3[CH2:19][CH2:20][NH:21][CH2:22][CH2:23]3)=[CH:16][N:15]([CH3:31])[C:12]2=[N:13][CH:14]=1)=[O:7])#[N:2].